This data is from Reaction yield outcomes from USPTO patents with 853,638 reactions. The task is: Predict the reaction yield, written as a fraction of the theoretical maximum amount of product (1.0 means a 100% yield; for example, 0.34 means a 34% yield). (1) The reactants are [O-]CC.[Na+].[CH2:5]([O:12][C:13]1[CH:18]=[C:17]([O:19][CH2:20][C:21]2[CH:26]=[CH:25][CH:24]=[CH:23][CH:22]=2)[C:16]([C:27]([CH3:30])([CH3:29])[CH3:28])=[CH:15][C:14]=1[C:31](=[O:33])[CH3:32])[C:6]1[CH:11]=[CH:10][CH:9]=[CH:8][CH:7]=1.[C:34](OCC)(=[O:40])[C:35]([O:37][CH2:38][CH3:39])=[O:36].Cl. The catalyst is C(O)C.O. The yield is 0.930. The product is [CH2:38]([O:37][C:35](=[O:36])[C:34]([OH:40])=[CH:32][C:31]([C:14]1[CH:15]=[C:16]([C:27]([CH3:29])([CH3:28])[CH3:30])[C:17]([O:19][CH2:20][C:21]2[CH:22]=[CH:23][CH:24]=[CH:25][CH:26]=2)=[CH:18][C:13]=1[O:12][CH2:5][C:6]1[CH:7]=[CH:8][CH:9]=[CH:10][CH:11]=1)=[O:33])[CH3:39]. (2) The reactants are [OH:1][C:2]1[CH:9]=[CH:8][CH:7]=[CH:6][C:3]=1[CH:4]=O.[CH3:10][C:11]([CH3:13])=[O:12].[OH-].[Na+].Cl. The catalyst is C(O)C.O. The product is [OH:1][C:2]1[CH:9]=[CH:8][CH:7]=[CH:6][C:3]=1[CH:4]=[CH:10][C:11](=[O:12])[CH3:13]. The yield is 0.260. (3) The reactants are [Cl-].O[NH3+:3].[C:4](=[O:7])([O-])[OH:5].[Na+].CS(C)=O.[CH3:13][C:14]1[N:15]([CH:39]2[CH2:44][CH2:43][O:42][CH2:41][CH2:40]2)[C:16](=[O:38])[C:17]([CH2:23][C:24]2[CH:29]=[CH:28][C:27]([C:30]3[C:31]([C:36]#[N:37])=[CH:32][CH:33]=[CH:34][CH:35]=3)=[CH:26][CH:25]=2)=[C:18]([CH2:20][CH2:21][CH3:22])[N:19]=1. The catalyst is C(OCC)(=O)C. The product is [CH3:13][C:14]1[N:15]([CH:39]2[CH2:40][CH2:41][O:42][CH2:43][CH2:44]2)[C:16](=[O:38])[C:17]([CH2:23][C:24]2[CH:25]=[CH:26][C:27]([C:30]3[CH:35]=[CH:34][CH:33]=[CH:32][C:31]=3[C:36]3[NH:3][C:4](=[O:7])[O:5][N:37]=3)=[CH:28][CH:29]=2)=[C:18]([CH2:20][CH2:21][CH3:22])[N:19]=1. The yield is 0.620. (4) The reactants are Cl[C:2]([O:4][CH2:5][CH3:6])=[O:3].[CH3:7][C:8]1[O:9][C:10]([CH3:14])=[CH:11][C:12]=1[SH:13].[Cl-].C([NH+](CC)CC)C.Cl. The catalyst is C(C(C)=O)C.C(N(CC)CC)C.O. The product is [C:2](=[O:3])([S:13][C:12]1[CH:11]=[C:10]([CH3:14])[O:9][C:8]=1[CH3:7])[O:4][CH2:5][CH3:6]. The yield is 0.890. (5) The reactants are [CH2:1]([C:3]1[CH:19]=[CH:18][C:6]2[CH2:7][CH2:8][N:9]([C:12](=[O:17])[C:13]([F:16])([F:15])[F:14])[CH2:10][CH2:11][C:5]=2[C:4]=1[OH:20])[CH3:2].C(N(CC)CC)C.[F:28][C:29]([F:42])([F:41])[S:30](O[S:30]([C:29]([F:42])([F:41])[F:28])(=[O:32])=[O:31])(=[O:32])=[O:31]. The catalyst is C(Cl)Cl. The product is [CH2:1]([C:3]1[CH:19]=[CH:18][C:6]2[CH2:7][CH2:8][N:9]([C:12](=[O:17])[C:13]([F:16])([F:14])[F:15])[CH2:10][CH2:11][C:5]=2[C:4]=1[O:20][S:30]([C:29]([F:42])([F:41])[F:28])(=[O:32])=[O:31])[CH3:2]. The yield is 1.00. (6) The reactants are [Br:1][C:2]1[CH:7]=[CH:6][C:5]([S:8]([N:11]2[CH2:18][CH2:17][C:14]3([O:16][CH2:15]3)[CH2:13][CH2:12]2)(=[O:10])=[O:9])=[CH:4][CH:3]=1.CO.[Al].[CH3:22][NH2:23]. No catalyst specified. The product is [Br:1][C:2]1[CH:7]=[CH:6][C:5]([S:8]([N:11]2[CH2:18][CH2:17][C:14]([CH2:15][NH:23][CH3:22])([OH:16])[CH2:13][CH2:12]2)(=[O:10])=[O:9])=[CH:4][CH:3]=1. The yield is 0.820. (7) The reactants are C(O[CH:4]=[C:5]([CH3:12])[C:6](=O)[C:7]([F:10])([F:9])[F:8])C.O.[NH2:14][NH2:15]. The catalyst is C(O)C. The product is [CH3:12][C:5]1[C:6]([C:7]([F:10])([F:9])[F:8])=[N:14][NH:15][CH:4]=1. The yield is 0.867. (8) The catalyst is C(Cl)Cl. The reactants are C(O)(C(F)(F)F)=O.[CH3:8][C:9]1[CH:14]=[C:13]([CH3:15])[CH:12]=[C:11]([CH3:16])[C:10]=1[NH:17][C:18]([NH:20][C:21]1[C:22]([C:31]([NH:33][C:34]2[CH:35]=[C:36]([CH:44]=[CH:45][CH:46]=2)[C:37]([O:39]C(C)(C)C)=[O:38])=[O:32])=[CH:23][C:24]2[C:29]([CH:30]=1)=[CH:28][CH:27]=[CH:26][CH:25]=2)=[O:19]. The product is [CH3:16][C:11]1[CH:12]=[C:13]([CH3:15])[CH:14]=[C:9]([CH3:8])[C:10]=1[NH:17][C:18]([NH:20][C:21]1[C:22]([C:31]([NH:33][C:34]2[CH:35]=[C:36]([CH:44]=[CH:45][CH:46]=2)[C:37]([OH:39])=[O:38])=[O:32])=[CH:23][C:24]2[C:29]([CH:30]=1)=[CH:28][CH:27]=[CH:26][CH:25]=2)=[O:19]. The yield is 0.180. (9) The reactants are [C:1]([NH:6][C:7]1[CH:12]=[C:11]([C:13]2[S:14][CH:15]=[CH:16][CH:17]=2)[CH:10]=[CH:9][C:8]=1[NH:18]C(=O)OC(C)(C)C)(=[O:5])[CH:2]([CH3:4])[CH3:3].Cl.O1CCOCC1. The catalyst is CO. The product is [NH2:18][C:8]1[CH:9]=[CH:10][C:11]([C:13]2[S:14][CH:15]=[CH:16][CH:17]=2)=[CH:12][C:7]=1[NH:6][C:1](=[O:5])[CH:2]([CH3:3])[CH3:4]. The yield is 0.360.